Dataset: Full USPTO retrosynthesis dataset with 1.9M reactions from patents (1976-2016). Task: Predict the reactants needed to synthesize the given product. (1) Given the product [Br:3][C:4]1[CH:10]=[CH:9][C:8]([N+:11]([O-:13])=[O:12])=[CH:7][C:5]=1[NH:6][CH2:17][C:16]([CH3:18])=[CH2:15], predict the reactants needed to synthesize it. The reactants are: [H-].[Na+].[Br:3][C:4]1[CH:10]=[CH:9][C:8]([N+:11]([O-:13])=[O:12])=[CH:7][C:5]=1[NH2:6].Br[CH2:15][C:16]([CH3:18])=[CH2:17].O. (2) The reactants are: O1CCCCC1[N:7]1[C:15]2[C:10](=[CH:11][C:12]([C:16]3[N:20]=[CH:19][N:18](C(C4C=CC=CC=4)(C4C=CC=CC=4)C4C=CC=CC=4)[N:17]=3)=[CH:13][CH:14]=2)[C:9]([C:40]2[CH:41]=[C:42]([CH:47]=[CH:48][CH:49]=2)[C:43]([O:45]C)=O)=[N:8]1.O.[OH-].[Li+].[CH:53]1([CH2:56][NH2:57])[CH2:55][CH2:54]1.O.ON1C2C=CC=CC=2N=N1.Cl.CN(C)CCCN=C=NCC. Given the product [NH:17]1[C:16]([C:12]2[CH:11]=[C:10]3[C:15](=[CH:14][CH:13]=2)[NH:7][N:8]=[C:9]3[C:40]2[CH:41]=[C:42]([C:43]([NH:57][CH2:56][CH:53]3[CH2:55][CH2:54]3)=[O:45])[CH:47]=[CH:48][CH:49]=2)=[N:20][CH:19]=[N:18]1, predict the reactants needed to synthesize it. (3) Given the product [N:8]1([C:5]2[N:6]=[CH:7][C:2]([C:34]3[S:35][C:27]4[CH:21]=[C:22]([OH:23])[CH:25]=[CH:36][C:37]=4[N:38]=3)=[CH:3][CH:4]=2)[CH2:9][CH2:44][O:31][CH2:29][CH2:28]1, predict the reactants needed to synthesize it. The reactants are: Br[C:2]1[CH:3]=[CH:4][C:5]([NH:8][CH3:9])=[N:6][CH:7]=1.B1(B2[O:23][C:22]([CH3:25])(C)[C:21]([CH3:27])(C)O2)O[C:21](C)([CH3:27])[C:22](C)([CH3:25])[O:23]1.[CH3:28][C:29]([O-:31])=O.[K+].Br[C:34]1[S:35][C:36]2C=C(F)C=C[C:37]=2[N:38]=1.[C:44]([O-])([O-])=O.[K+].[K+]. (4) Given the product [Cl:1][C:2]1[CH:14]=[C:13]([Cl:15])[CH:12]=[CH:11][C:3]=1[CH2:4][N:5]1[CH2:6][CH2:7][N:8]([C:36](=[O:37])[CH2:35][N:18]2[CH2:19][CH2:20][CH2:21][C:22]([C:29]3[CH:34]=[CH:33][CH:32]=[CH:31][CH:30]=3)([C:23]3[CH:28]=[CH:27][CH:26]=[CH:25][CH:24]=3)[C:17]2=[O:16])[CH2:9][CH2:10]1, predict the reactants needed to synthesize it. The reactants are: [Cl:1][C:2]1[CH:14]=[C:13]([Cl:15])[CH:12]=[CH:11][C:3]=1[CH2:4][N:5]1[CH2:10][CH2:9][NH:8][CH2:7][CH2:6]1.[O:16]=[C:17]1[C:22]([C:29]2[CH:34]=[CH:33][CH:32]=[CH:31][CH:30]=2)([C:23]2[CH:28]=[CH:27][CH:26]=[CH:25][CH:24]=2)[CH2:21][CH2:20][CH2:19][N:18]1[CH2:35][C:36](O)=[O:37].Cl.C(N=C=NCCCN(C)C)C. (5) Given the product [Br:12][C:13]1[C:19]([F:20])=[CH:18][CH:17]=[CH:16][C:14]=1[NH:15][C:8](=[O:10])[CH3:9], predict the reactants needed to synthesize it. The reactants are: C(N(CC)CC)C.[C:8](Cl)(=[O:10])[CH3:9].[Br:12][C:13]1[C:19]([F:20])=[CH:18][CH:17]=[CH:16][C:14]=1[NH2:15].O. (6) Given the product [C:23]([O:22][C:20]([N:17]1[CH2:18][CH2:19][CH:14]([CH2:13][CH:12]=[O:11])[CH2:15][CH2:16]1)=[O:21])([CH3:26])([CH3:25])[CH3:24], predict the reactants needed to synthesize it. The reactants are: C(Cl)(=O)C(Cl)=O.CS(C)=O.[OH:11][CH2:12][CH2:13][CH:14]1[CH2:19][CH2:18][N:17]([C:20]([O:22][C:23]([CH3:26])([CH3:25])[CH3:24])=[O:21])[CH2:16][CH2:15]1.